This data is from Forward reaction prediction with 1.9M reactions from USPTO patents (1976-2016). The task is: Predict the product of the given reaction. Given the reactants [F:1][C:2]1[CH:11]=[CH:10][C:9]2[N:8]=[CH:7][C:6](=[O:12])[N:5]3[CH2:13][CH:14]([N:16]4[CH2:21][CH2:20][CH:19]([NH:22]C(=O)OC(C)(C)C)[CH2:18][CH2:17]4)[CH2:15][C:3]=1[C:4]=23.CO.Cl.O1CCOCC1, predict the reaction product. The product is: [NH2:22][CH:19]1[CH2:18][CH2:17][N:16]([CH:14]2[CH2:13][N:5]3[C:6](=[O:12])[CH:7]=[N:8][C:9]4[CH:10]=[CH:11][C:2]([F:1])=[C:3]([C:4]=43)[CH2:15]2)[CH2:21][CH2:20]1.